This data is from Full USPTO retrosynthesis dataset with 1.9M reactions from patents (1976-2016). The task is: Predict the reactants needed to synthesize the given product. (1) Given the product [CH2:1]([N:3]1[C:7]2=[N:8][C:9]([CH2:48][CH3:49])=[C:10]([CH2:19][NH:20][C:21]([C:23]3[CH:28]=[CH:27][CH:26]=[C:25]([C:29]([NH:31][CH2:32][C:33]4[CH:34]=[C:35]([C:40]5[CH:45]=[CH:44][CH:43]=[C:42]([CH2:46][N:54]6[CH2:55][CH2:56][N:51]([CH3:50])[CH:52]([CH3:57])[CH2:53]6)[CH:41]=5)[C:36]([F:39])=[CH:37][CH:38]=4)=[O:30])[CH:24]=3)=[O:22])[C:11]([NH:12][CH:13]3[CH2:18][CH2:17][O:16][CH2:15][CH2:14]3)=[C:6]2[CH:5]=[N:4]1)[CH3:2], predict the reactants needed to synthesize it. The reactants are: [CH2:1]([N:3]1[C:7]2=[N:8][C:9]([CH2:48][CH3:49])=[C:10]([CH2:19][NH:20][C:21]([C:23]3[CH:28]=[CH:27][CH:26]=[C:25]([C:29]([NH:31][CH2:32][C:33]4[CH:34]=[C:35]([C:40]5[CH:45]=[CH:44][CH:43]=[C:42]([CH:46]=O)[CH:41]=5)[C:36]([F:39])=[CH:37][CH:38]=4)=[O:30])[CH:24]=3)=[O:22])[C:11]([NH:12][CH:13]3[CH2:18][CH2:17][O:16][CH2:15][CH2:14]3)=[C:6]2[CH:5]=[N:4]1)[CH3:2].[CH3:50][N:51]1[CH2:56][CH2:55][NH:54][CH2:53][CH:52]1[CH3:57].C(O[BH-](OC(=O)C)OC(=O)C)(=O)C.[Na+].CC(O)=O. (2) Given the product [CH3:18][C:19]1([CH2:24][CH2:25][NH:26][C:15]([C:4]2[C:3]3[C:7](=[CH:8][CH:9]=[CH:10][C:2]=3[Cl:1])[N:6]([CH:11]3[CH2:12][O:13][CH2:14]3)[CH:5]=2)=[O:17])[O:23][CH2:22][CH2:21][O:20]1, predict the reactants needed to synthesize it. The reactants are: [Cl:1][C:2]1[CH:10]=[CH:9][CH:8]=[C:7]2[C:3]=1[C:4]([C:15]([OH:17])=O)=[CH:5][N:6]2[CH:11]1[CH2:14][O:13][CH2:12]1.[CH3:18][C:19]1([CH2:24][CH2:25][NH2:26])[O:23][CH2:22][CH2:21][O:20]1. (3) Given the product [F:1][C@H:2]([C:12]1[CH:17]=[CH:16][CH:15]=[CH:14][C:13]=1[F:18])[CH2:3][O:4][C@H:5]1[CH2:10][CH2:9][C@H:8]([NH:11][C:39]2[N:44]=[C:43]([OH:45])[N:42]=[C:41]3[NH:46][N:47]=[CH:48][C:40]=23)[CH2:7][CH2:6]1, predict the reactants needed to synthesize it. The reactants are: [F:1][C@H:2]([C:12]1[CH:17]=[CH:16][CH:15]=[CH:14][C:13]=1[F:18])[CH2:3][O:4][C@H:5]1[CH2:10][CH2:9][C@H:8]([NH2:11])[CH2:7][CH2:6]1.FC(C1C=CC=CC=1F)CO[C@H]1CC[C@H](N)CC1.CS[C:39]1[N:44]=[C:43]([OH:45])[N:42]=[C:41]2[NH:46][N:47]=[CH:48][C:40]=12. (4) The reactants are: Cl[C:2]1[N:3]=[C:4]([N:22]2[CH2:27][CH2:26][O:25][CH2:24][CH2:23]2)[C:5]2[S:10][C:9]([CH2:11][N:12]3[CH2:15][CH:14]([N:16]4[CH2:21][CH2:20][O:19][CH2:18][CH2:17]4)[CH2:13]3)=[N:8][C:6]=2[N:7]=1.[CH3:28][C:29]1[NH:33][C:32]2[CH:34]=[CH:35][CH:36]=[CH:37][C:31]=2[N:30]=1.CC(C1C=C(C(C)C)C(C2C=CC=CC=2P(C2CCCCC2)C2CCCCC2)=C(C(C)C)C=1)C.C(=O)([O-])[O-].[Cs+].[Cs+]. Given the product [CH3:28][C:29]1[N:33]([C:2]2[N:3]=[C:4]([N:22]3[CH2:23][CH2:24][O:25][CH2:26][CH2:27]3)[C:5]3[S:10][C:9]([CH2:11][N:12]4[CH2:15][CH:14]([N:16]5[CH2:21][CH2:20][O:19][CH2:18][CH2:17]5)[CH2:13]4)=[N:8][C:6]=3[N:7]=2)[C:32]2[CH:34]=[CH:35][CH:36]=[CH:37][C:31]=2[N:30]=1, predict the reactants needed to synthesize it. (5) Given the product [F:1][C:2]1[CH:3]=[CH:4][C:5]([O:8][CH2:12][CH2:11][O:10][CH3:9])=[CH:6][N:7]=1, predict the reactants needed to synthesize it. The reactants are: [F:1][C:2]1[N:7]=[CH:6][C:5]([OH:8])=[CH:4][CH:3]=1.[CH3:9][O:10][CH2:11][CH2:12]Br.C(=O)([O-])[O-].[K+].[K+].CN(C=O)C.